This data is from Forward reaction prediction with 1.9M reactions from USPTO patents (1976-2016). The task is: Predict the product of the given reaction. (1) Given the reactants [CH3:1][C:2]1[CH:22]=[CH:21][CH:20]=[CH:19][C:3]=1[C:4]([C:6]1[CH:11]=[CH:10][C:9]([C:12]2[O:13]CC(C)(C)N=2)=[CH:8][CH:7]=1)=[O:5].Cl.[OH2:24], predict the reaction product. The product is: [CH3:1][C:2]1[CH:22]=[CH:21][CH:20]=[CH:19][C:3]=1[C:4]([C:6]1[CH:7]=[CH:8][C:9]([C:12]([OH:13])=[O:24])=[CH:10][CH:11]=1)=[O:5]. (2) Given the reactants [Br:1][C:2]1[C:3]([Cl:10])=[CH:4][C:5]([CH2:8][OH:9])=[N:6][CH:7]=1.[Mn]([O-])(=O)(=O)=[O:12].[K+].C(O)(C)C, predict the reaction product. The product is: [Br:1][C:2]1[C:3]([Cl:10])=[CH:4][C:5]([C:8]([OH:12])=[O:9])=[N:6][CH:7]=1. (3) Given the reactants Cl.N[C:3]1[N:7]([C:8]2[CH:9]=[C:10]([CH:15]=[CH:16][CH:17]=2)[C:11]([O:13][CH3:14])=[O:12])[N:6]=[C:5]([C:18]([CH3:21])([CH3:20])[CH3:19])[CH:4]=1.[OH-].[Na+].Cl[C:25]([O:27][CH2:28][C:29]([Cl:32])([Cl:31])[Cl:30])=[O:26], predict the reaction product. The product is: [C:18]([C:5]1[CH:4]=[C:3]([C:25]([O:27][CH2:28][C:29]([Cl:32])([Cl:31])[Cl:30])=[O:26])[N:7]([C:8]2[CH:9]=[C:10]([CH:15]=[CH:16][CH:17]=2)[C:11]([O:13][CH3:14])=[O:12])[N:6]=1)([CH3:21])([CH3:20])[CH3:19]. (4) Given the reactants [NH:1]1[CH:5]=[CH:4][N:3]=[CH:2]1.[H-].[Na+].[C:8]1([C:14](Cl)([C:21]2[CH:26]=[CH:25][CH:24]=[CH:23][CH:22]=2)[C:15]2[CH:20]=[CH:19][CH:18]=[CH:17][CH:16]=2)[CH:13]=[CH:12][CH:11]=[CH:10][CH:9]=1, predict the reaction product. The product is: [C:14]([N:1]1[CH:5]=[CH:4][N:3]=[CH:2]1)([C:8]1[CH:13]=[CH:12][CH:11]=[CH:10][CH:9]=1)([C:21]1[CH:22]=[CH:23][CH:24]=[CH:25][CH:26]=1)[C:15]1[CH:16]=[CH:17][CH:18]=[CH:19][CH:20]=1.